This data is from Catalyst prediction with 721,799 reactions and 888 catalyst types from USPTO. The task is: Predict which catalyst facilitates the given reaction. (1) Reactant: NN.[CH2:3]([O:28][C:29]1[CH:34]=[C:33]([O:35][CH3:36])[C:32]([C:37]([N:39]2[CH2:43][C:42](=[CH2:44])[CH2:41][CH:40]2[CH2:45][OH:46])=[O:38])=[CH:31][C:30]=1[N+:47]([O-])=O)[CH2:4][CH2:5][O:6][C:7]1[CH:12]=[C:11]([O:13][CH3:14])[C:10]([C:15]([N:17]2[CH2:21][C:20](=[CH2:22])[CH2:19][CH:18]2[CH2:23][OH:24])=[O:16])=[CH:9][C:8]=1[N+:25]([O-])=O.C(Cl)(Cl)Cl.CO. The catalyst class is: 94. Product: [CH2:5]([O:6][C:7]1[CH:12]=[C:11]([O:13][CH3:14])[C:10]([C:15]([N:17]2[CH2:21][CH:20]([CH3:22])[CH2:19][CH:18]2[CH2:23][OH:24])=[O:16])=[CH:9][C:8]=1[NH2:25])[CH2:4][CH2:3][O:28][C:29]1[CH:34]=[C:33]([O:35][CH3:36])[C:32]([C:37]([N:39]2[CH2:43][CH:42]([CH3:44])[CH2:41][CH:40]2[CH2:45][OH:46])=[O:38])=[CH:31][C:30]=1[NH2:47]. (2) Reactant: [C:1]([N:4]1[C:12]2[C:7](=[CH:8][C:9]([N+:13]([O-:15])=[O:14])=[CH:10][CH:11]=2)[CH2:6][C:5]1=[O:16])(=[O:3])[CH3:2].[CH3:17][O:18][C:19](OC)(OC)[C:20]1[CH:25]=[CH:24][CH:23]=[CH:22][CH:21]=1. Product: [C:1]([N:4]1[C:12]2[C:7](=[CH:8][C:9]([N+:13]([O-:15])=[O:14])=[CH:10][CH:11]=2)[C:6](=[C:19]([O:18][CH3:17])[C:20]2[CH:25]=[CH:24][CH:23]=[CH:22][CH:21]=2)[C:5]1=[O:16])(=[O:3])[CH3:2]. The catalyst class is: 152. (3) Reactant: C(OC(=O)[NH:7][CH:8]1[CH2:13][CH2:12][CH:11]([CH2:14][NH:15][C:16]2[C:21]([N+:22]([O-:24])=[O:23])=[CH:20][N:19]=[C:18]([NH:25][CH2:26][C:27]3[CH:32]=[CH:31][CH:30]=[CH:29][C:28]=3[S:33]([CH3:36])(=[O:35])=[O:34])[N:17]=2)[CH2:10][CH2:9]1)(C)(C)C.Cl. Product: [NH2:7][C@H:8]1[CH2:13][CH2:12][C@H:11]([CH2:14][NH:15][C:16]2[C:21]([N+:22]([O-:24])=[O:23])=[CH:20][N:19]=[C:18]([NH:25][CH2:26][C:27]3[CH:32]=[CH:31][CH:30]=[CH:29][C:28]=3[S:33]([CH3:36])(=[O:34])=[O:35])[N:17]=2)[CH2:10][CH2:9]1. The catalyst class is: 12. (4) Reactant: [C:1]([S:4][CH:5]1[CH2:10][CH2:9][N:8]([CH:11]([C:17]2[CH:22]=[CH:21][CH:20]=[CH:19][C:18]=2[F:23])[C:12]([CH:14]2[CH2:16][CH2:15]2)=[O:13])[CH2:7]/[C:6]/1=[CH:24]\[C:25]1[N:26]=[N:27][N:28]([CH2:30][CH2:31][CH2:32][CH2:33][C:34](=[O:44])[NH:35][O:36][Si](C(C)(C)C)(C)C)[CH:29]=1)(=[O:3])[CH3:2].[ClH:45]. Product: [ClH:45].[C:1]([S:4][CH:5]1[CH2:10][CH2:9][N:8]([CH:11]([C:17]2[CH:22]=[CH:21][CH:20]=[CH:19][C:18]=2[F:23])[C:12]([CH:14]2[CH2:16][CH2:15]2)=[O:13])[CH2:7]/[C:6]/1=[CH:24]\[C:25]1[N:26]=[N:27][N:28]([CH2:30][CH2:31][CH2:32][CH2:33][C:34](=[O:44])[NH:35][OH:36])[CH:29]=1)(=[O:3])[CH3:2]. The catalyst class is: 269. (5) Reactant: O.[F-].C([N+](C)(C)C)C1C=CC=CC=1.[N:14]1([C:18]2([C:44]3[CH:49]=[CH:48][CH:47]=[CH:46][CH:45]=3)[CH2:23][CH2:22][CH:21]([CH2:24][O:25][CH2:26][C:27]3[C:35]4[C:30](=[CH:31][CH:32]=[C:33]([F:36])[CH:34]=4)[NH:29][C:28]=3[Si](CC)(CC)CC)[CH2:20][CH2:19]2)[CH2:17][CH2:16][CH2:15]1. The catalyst class is: 7. Product: [N:14]1([C:18]2([C:44]3[CH:49]=[CH:48][CH:47]=[CH:46][CH:45]=3)[CH2:23][CH2:22][CH:21]([CH2:24][O:25][CH2:26][C:27]3[C:35]4[C:30](=[CH:31][CH:32]=[C:33]([F:36])[CH:34]=4)[NH:29][CH:28]=3)[CH2:20][CH2:19]2)[CH2:17][CH2:16][CH2:15]1.